Dataset: Reaction yield outcomes from USPTO patents with 853,638 reactions. Task: Predict the reaction yield, written as a fraction of the theoretical maximum amount of product (1.0 means a 100% yield; for example, 0.34 means a 34% yield). (1) The reactants are N1C2C(=CC=C3C=2N=CC=C3)C=CC=1.I[C:16]1[CH:21]=[CH:20][C:19]([C:22]2[CH:27]=[CH:26][CH:25]=[CH:24][CH:23]=2)=[CH:18][CH:17]=1.C([O-])([O-])=O.[Cs+].[Cs+].[C:34]([O:38][C:39]([CH3:42])([CH3:41])[CH3:40])(=[O:37])[NH:35][NH2:36]. The catalyst is [Cu]I.O1CCOCC1. The product is [C:39]([O:38][C:34]([N:35]([C:16]1[CH:21]=[CH:20][C:19]([C:22]2[CH:27]=[CH:26][CH:25]=[CH:24][CH:23]=2)=[CH:18][CH:17]=1)[NH2:36])=[O:37])([CH3:42])([CH3:41])[CH3:40]. The yield is 0.880. (2) The reactants are [NH2:1][NH2:2].[Br:3][C:4]1[CH:13]=[C:12]2[C:7]([C:8]([CH:15]=O)=[C:9](Cl)[N:10]=[CH:11]2)=[CH:6][CH:5]=1. The catalyst is COCCOC. The product is [Br:3][C:4]1[CH:5]=[CH:6][C:7]2[C:8]3[CH:15]=[N:2][NH:1][C:9]=3[N:10]=[CH:11][C:12]=2[CH:13]=1. The yield is 0.540. (3) The reactants are Cl.[Cl:2][C:3]1[CH:4]=[C:5]2[C:9](=[CH:10][CH:11]=1)[NH:8][CH:7]=[C:6]2[CH2:12][CH2:13][NH2:14].[O:15]=[C:16]1[CH:20]([C:21]([OH:23])=O)[CH2:19][CH2:18][N:17]1[C:24]1[CH:25]=[C:26](C)[CH:27]=[CH:28][CH:29]=1.O=[C:32]1C(C(O)=O)CCN1C1C=C(C)C=CC=1.C1CN([P+](ON2N=NC3C=CC=CC2=3)(N2CCCC2)N2CCCC2)CC1.F[P-](F)(F)(F)(F)F.C(N(CC)C(C)C)(C)C. The yield is 0.440. The catalyst is CN(C=O)C. The product is [Cl:2][C:3]1[CH:4]=[C:5]2[C:9](=[CH:10][CH:11]=1)[NH:8][CH:7]=[C:6]2[CH2:12][CH2:13][NH:14][C:21]([CH:20]1[CH2:19][CH2:18][N:17]([C:24]2[CH:29]=[CH:28][CH:27]=[CH:26][C:25]=2[CH3:32])[C:16]1=[O:15])=[O:23]. (4) The reactants are P(Br)(Br)[Br:2].O[CH2:6][C:7]1[S:8][C:9]2[C:15]([C:16]3[CH:17]=[C:18]([CH:24]=[CH:25][CH:26]=3)[C:19]([O:21][CH2:22][CH3:23])=[O:20])=[CH:14][CH:13]=[CH:12][C:10]=2[CH:11]=1. The catalyst is C(OCC)C. The product is [Br:2][CH2:6][C:7]1[S:8][C:9]2[C:15]([C:16]3[CH:17]=[C:18]([CH:24]=[CH:25][CH:26]=3)[C:19]([O:21][CH2:22][CH3:23])=[O:20])=[CH:14][CH:13]=[CH:12][C:10]=2[CH:11]=1. The yield is 0.720. (5) The reactants are [CH3:1][C:2]1[CH:3]=[C:4]([N:9]2[C:13](=[O:14])/[C:12](=[N:15]\[NH:16][C:17]3[C:18]([OH:32])=[C:19]([C:23]4[CH:28]=[CH:27][CH:26]=[C:25]([C:29]([OH:31])=[O:30])[CH:24]=4)[CH:20]=[CH:21][CH:22]=3)/[C:11]([CH3:33])=[N:10]2)[CH:5]=[CH:6][C:7]=1[CH3:8].[CH2:34]([CH2:36][NH2:37])[OH:35]. The catalyst is C(O)C. The product is [CH2:13]([CH2:12][NH2:15])[OH:14].[CH2:34]([CH2:36][NH2:37])[OH:35].[CH3:1][C:2]1[CH:3]=[C:4]([N:9]2[C:13](=[O:14])/[C:12](=[N:15]\[NH:16][C:17]3[C:18]([OH:32])=[C:19]([C:23]4[CH:28]=[CH:27][CH:26]=[C:25]([C:29]([OH:31])=[O:30])[CH:24]=4)[CH:20]=[CH:21][CH:22]=3)/[C:11]([CH3:33])=[N:10]2)[CH:5]=[CH:6][C:7]=1[CH3:8]. The yield is 0.960. (6) The reactants are F[C:2]1[CH:9]=[CH:8][C:7]([C:10]2[CH2:11][C:12]([C:19]3[CH:24]=[C:23]([Cl:25])[C:22]([Cl:26])=[C:21]([Cl:27])[CH:20]=3)([C:15]([F:18])([F:17])[F:16])[CH2:13][N:14]=2)=[CH:6][C:3]=1[C:4]#[N:5].C(=O)(O)O.[K].[K].[NH:34]1[CH:38]=[N:37][CH:36]=[N:35]1. The catalyst is O. The product is [N:34]1([C:2]2[CH:9]=[CH:8][C:7]([C:10]3[CH2:11][C:12]([C:19]4[CH:20]=[C:21]([Cl:27])[C:22]([Cl:26])=[C:23]([Cl:25])[CH:24]=4)([C:15]([F:18])([F:17])[F:16])[CH2:13][N:14]=3)=[CH:6][C:3]=2[C:4]#[N:5])[CH:38]=[N:37][CH:36]=[N:35]1. The yield is 0.850. (7) The yield is 0.900. The catalyst is C1COCC1.O. The product is [CH3:1][O:2][C:3]1[N:4]=[CH:5][C:6]([CH2:7][OH:8])=[CH:9][CH:10]=1. The reactants are [CH3:1][O:2][C:3]1[CH:10]=[CH:9][C:6]([CH:7]=[O:8])=[CH:5][N:4]=1.[H-].[H-].[H-].[H-].[Li+].[Al+3].CCOC(C)=O. (8) The reactants are [CH2:1]([O:3][C:4]([C:6]1([NH:11][C:12]([CH:14]2[CH2:18][CH:17]([O:19][C:20]3[C:29]4[C:24](=[C:25]([CH3:32])[C:26]([O:30][CH3:31])=[CH:27][CH:28]=4)[N:23]=[C:22]([C:33]4[CH:38]=[CH:37][CH:36]=[C:35]([F:39])[CH:34]=4)[N:21]=3)[CH2:16][CH:15]2[C:40]([OH:42])=O)=[O:13])[CH2:8][CH:7]1[CH:9]=[CH2:10])=[O:5])[CH3:2].Cl.[CH2:44]([NH:50][CH3:51])[CH2:45][CH2:46][CH2:47][CH:48]=[CH2:49].CCN(C(C)C)C(C)C.CN(C(ON1N=NC2C=CC=NC1=2)=[N+](C)C)C.F[P-](F)(F)(F)(F)F. The catalyst is CN(C=O)C. The yield is 0.760. The product is [CH2:1]([O:3][C:4]([C:6]1([NH:11][C:12]([CH:14]2[CH2:18][CH:17]([O:19][C:20]3[C:29]4[C:24](=[C:25]([CH3:32])[C:26]([O:30][CH3:31])=[CH:27][CH:28]=4)[N:23]=[C:22]([C:33]4[CH:38]=[CH:37][CH:36]=[C:35]([F:39])[CH:34]=4)[N:21]=3)[CH2:16][CH:15]2[C:40](=[O:42])[N:50]([CH2:44][CH2:45][CH2:46][CH2:47][CH:48]=[CH2:49])[CH3:51])=[O:13])[CH2:8][CH:7]1[CH:9]=[CH2:10])=[O:5])[CH3:2].